Task: Predict the reactants needed to synthesize the given product.. Dataset: Full USPTO retrosynthesis dataset with 1.9M reactions from patents (1976-2016) (1) Given the product [C:1]([O:5][C:6](=[O:40])[NH:7][CH2:8][C:9]1[CH:14]=[CH:13][C:12]([Cl:15])=[CH:11][C:10]=1[CH2:16][NH:17][C:18](=[O:39])[CH2:19][C:20]1[C:21](=[O:38])[N:22]([NH:27][CH2:28][C:29]([F:36])([F:37])[C:30]2[CH:35]=[CH:34][CH:33]=[CH:32][N+:31]=2[O-:49])[CH:23]=[CH:24][C:25]=1[CH3:26])([CH3:2])([CH3:3])[CH3:4], predict the reactants needed to synthesize it. The reactants are: [C:1]([O:5][C:6](=[O:40])[NH:7][CH2:8][C:9]1[CH:14]=[CH:13][C:12]([Cl:15])=[CH:11][C:10]=1[CH2:16][NH:17][C:18](=[O:39])[CH2:19][C:20]1[C:21](=[O:38])[N:22]([NH:27][CH2:28][C:29]([F:37])([F:36])[C:30]2[CH:35]=[CH:34][CH:33]=[CH:32][N:31]=2)[CH:23]=[CH:24][C:25]=1[CH3:26])([CH3:4])([CH3:3])[CH3:2].C1C=C(Cl)C=C(C(OO)=[O:49])C=1.S(C1C(C)=CC(O)=C(C(C)(C)C)C=1)C1C(C)=CC(O)=C(C(C)(C)C)C=1. (2) Given the product [O:1]1[C:6]2[CH:7]=[CH:8][C:9]([CH2:11][NH:12][C:13]3([CH3:19])[CH2:14][CH2:15][N:16]([CH2:33][CH2:32][N:29]4[C:30]5[C:25](=[CH:24][CH:23]=[C:22]([O:21][CH3:20])[CH:31]=5)[C:26]([CH3:36])=[CH:27][C:28]4=[O:35])[CH2:17][CH2:18]3)=[CH:10][C:5]=2[O:4][CH2:3][CH2:2]1, predict the reactants needed to synthesize it. The reactants are: [O:1]1[C:6]2[CH:7]=[CH:8][C:9]([CH2:11][NH:12][C:13]3([CH3:19])[CH2:18][CH2:17][NH:16][CH2:15][CH2:14]3)=[CH:10][C:5]=2[O:4][CH2:3][CH2:2]1.[CH3:20][O:21][C:22]1[CH:31]=[C:30]2[C:25]([C:26]([CH3:36])=[CH:27][C:28](=[O:35])[N:29]2[CH2:32][CH:33]=O)=[CH:24][CH:23]=1.C(O[BH-](OC(=O)C)OC(=O)C)(=O)C.[Na+].C(=O)([O-])O.[Na+]. (3) Given the product [C:20]([O:1][C:2]1[CH:7]=[C:6]([CH3:8])[CH:5]=[C:4]([F:9])[C:3]=1[C:10](=[O:11])[C:12]1[CH:17]=[CH:16][C:15]([O:18][CH3:19])=[CH:14][CH:13]=1)(=[O:22])[CH3:21], predict the reactants needed to synthesize it. The reactants are: [OH:1][C:2]1[CH:7]=[C:6]([CH3:8])[CH:5]=[C:4]([F:9])[C:3]=1[C:10]([C:12]1[CH:17]=[CH:16][C:15]([O:18][CH3:19])=[CH:14][CH:13]=1)=[O:11].[C:20](OC(=O)C)(=[O:22])[CH3:21].N1C=CC=CC=1.